From a dataset of Forward reaction prediction with 1.9M reactions from USPTO patents (1976-2016). Predict the product of the given reaction. Given the reactants [Br:1][C:2]1[CH:3]=[C:4]([C:8](=[O:10])[CH3:9])[CH:5]=[N:6][CH:7]=1.C[Si](C)(C)[C:13]([F:16])([F:15])[F:14].Cl.C([O-])([O-])=O.[Na+].[Na+], predict the reaction product. The product is: [Br:1][C:2]1[CH:3]=[C:4]([C:8]([OH:10])([CH3:9])[C:13]([F:16])([F:15])[F:14])[CH:5]=[N:6][CH:7]=1.